This data is from Full USPTO retrosynthesis dataset with 1.9M reactions from patents (1976-2016). The task is: Predict the reactants needed to synthesize the given product. (1) Given the product [CH2:16]([O:23][C:24](=[O:27])[CH2:25][N:3]1[C@@H:2]([CH3:1])[C@@H:6]([C:7]2[CH:12]=[CH:11][CH:10]=[CH:9][CH:8]=2)[O:5][C:4]1=[O:13])[C:17]1[CH:22]=[CH:21][CH:20]=[CH:19][CH:18]=1, predict the reactants needed to synthesize it. The reactants are: [CH3:1][C@H:2]1[C@@H:6]([C:7]2[CH:12]=[CH:11][CH:10]=[CH:9][CH:8]=2)[O:5][C:4](=[O:13])[NH:3]1.[H-].[Na+].[CH2:16]([O:23][C:24](=[O:27])[CH2:25]Br)[C:17]1[CH:22]=[CH:21][CH:20]=[CH:19][CH:18]=1. (2) Given the product [Br:18][C:12]1[C:13]([CH:24]=[O:27])=[CH:14][C:5]([O:4][CH2:1][C:2]2[CH:13]=[CH:14][CH:5]=[CH:6][CH:11]=2)=[C:6]([CH:11]=1)[C:19]([O:20][CH2:30][C:31]1[CH:36]=[CH:35][CH:34]=[CH:33][CH:32]=1)=[O:22], predict the reactants needed to synthesize it. The reactants are: [C:1]([O:4][C:5]1[CH:14]=[C:13](C(Br)Br)[C:12]([Br:18])=[CH:11][C:6]=1C(OC)=O)(=O)[CH3:2].[C:19](=[O:22])([O-])[O-:20].[Ca+2].[C:24](=[O:27])([O-])[O-].[K+].[K+].[CH2:30](Br)[C:31]1[CH:36]=[CH:35][CH:34]=[CH:33][CH:32]=1. (3) The reactants are: [CH3:1][N:2]1[CH:6]=[CH:5][CH:4]=[C:3]1[C:7]([OH:9])=O.O[N:11]1[C:15]2[CH:16]=[CH:17][CH:18]=[CH:19][C:14]=2N=N1.C[N:21]([CH3:24])C=O.Cl.CN(C)[CH2:28][CH2:29][CH2:30]N=C=NCC.C(N(CC)CC)C. Given the product [CH3:1][N:2]1[CH:6]=[CH:5][CH:4]=[C:3]1[C:7]([NH:21][CH2:24][C:18]1[CH:19]=[C:14]2[C:15](=[CH:16][CH:17]=1)[NH:11][C:29]([CH3:30])=[CH:28]2)=[O:9], predict the reactants needed to synthesize it. (4) Given the product [CH2:19]([O:21][C:22]([C@@H:24]1[CH2:33][C@@H:32]2[C@@H:27]([CH2:28][CH2:29][C@H:30]([CH2:34][N:5]3[C:4]([CH3:3])=[C:8]([C:9]([O:11][CH2:12][CH3:13])=[O:10])[N:7]=[CH:6]3)[CH2:31]2)[CH2:26][N:25]1[C:48]([O:50][CH3:51])=[O:49])=[O:23])[CH3:20], predict the reactants needed to synthesize it. The reactants are: [H-].[Na+].[CH3:3][C:4]1[N:5]=[CH:6][NH:7][C:8]=1[C:9]([O:11][CH2:12][CH3:13])=[O:10].CN(C=O)C.[CH2:19]([O:21][C:22]([C@@H:24]1[CH2:33][C@@H:32]2[C@@H:27]([CH2:28][CH2:29][C@H:30]([CH2:34]OS(C3C=CC=C([N+]([O-])=O)C=3)(=O)=O)[CH2:31]2)[CH2:26][N:25]1[C:48]([O:50][CH3:51])=[O:49])=[O:23])[CH3:20]. (5) Given the product [NH:14]1[CH2:13][CH:12]([CH2:11][C:10]2[N:2]([CH3:1])[C:3]3[C:8]([N:9]=2)=[C:7]([N:23]2[CH2:28][CH2:27][O:26][CH2:25][CH2:24]2)[N:6]=[C:5]([N:29]2[C:33]4[CH:34]=[CH:35][CH:36]=[CH:37][C:32]=4[N:31]=[C:30]2[CH2:38][CH3:39])[N:4]=3)[CH2:15]1, predict the reactants needed to synthesize it. The reactants are: [CH3:1][N:2]1[C:10]([CH2:11][CH:12]2[CH2:15][N:14](C(OC(C)(C)C)=O)[CH2:13]2)=[N:9][C:8]2[C:3]1=[N:4][C:5]([N:29]1[C:33]3[CH:34]=[CH:35][CH:36]=[CH:37][C:32]=3[N:31]=[C:30]1[CH2:38][CH3:39])=[N:6][C:7]=2[N:23]1[CH2:28][CH2:27][O:26][CH2:25][CH2:24]1.FC(F)(F)C(O)=O.